Dataset: Reaction yield outcomes from USPTO patents with 853,638 reactions. Task: Predict the reaction yield, written as a fraction of the theoretical maximum amount of product (1.0 means a 100% yield; for example, 0.34 means a 34% yield). (1) The reactants are ClC(Cl)(Cl)C(=N)O[C@H:5]1[O:22][C@H:21]([CH2:23][O:24][C:25](=[O:27])[CH3:26])[C@@H:16]([O:17][C:18](=[O:20])[CH3:19])[C@H:11]([O:12][C:13](=[O:15])[CH3:14])[C@@H:6]1[O:7][C:8](=[O:10])[CH3:9].[F:31][C:32]1[CH:37]=[C:36]([I:38])[CH:35]=[CH:34][C:33]=1[OH:39].[Si](OS(C(F)(F)F)(=O)=O)(C)(C)C. The catalyst is C1(C)C=CC=CC=1. The product is [C:8]([O:7][C@H:6]1[C@@H:11]([O:12][C:13](=[O:15])[CH3:14])[C@H:16]([O:17][C:18](=[O:20])[CH3:19])[C@@H:21]([CH2:23][O:24][C:25](=[O:27])[CH3:26])[O:22][C@@H:5]1[O:39][C:33]1[CH:34]=[CH:35][C:36]([I:38])=[CH:37][C:32]=1[F:31])(=[O:10])[CH3:9]. The yield is 0.940. (2) The reactants are S1[C:5]([CH:6]=O)=[CH:4][N:3]=[CH:2]1.[NH:8]1[CH:12]=[CH:11][CH:10]=[CH:9]1.[C:13](O)(C(F)(F)F)=O. The catalyst is C(Cl)Cl. The product is [CH:6]1[CH:5]=[C:4]([CH2:13][C:12]2[NH:8][CH:9]=[CH:10][CH:11]=2)[NH:3][CH:2]=1. The yield is 0.520. (3) The reactants are [Cl:1][C:2]([Cl:35])([Cl:34])[CH2:3][O:4][C:5](=[O:33])[NH:6][C:7]1[N:8]([C:17]2[CH:22]=[CH:21][CH:20]=[C:19]([O:23][CH2:24][CH2:25][O:26]C3CCCCO3)[CH:18]=2)[N:9]=[C:10]([C:12]([C:15]#[N:16])([CH3:14])[CH3:13])[CH:11]=1. The catalyst is CO. The product is [Cl:34][C:2]([Cl:1])([Cl:35])[CH2:3][O:4][C:5](=[O:33])[NH:6][C:7]1[N:8]([C:17]2[CH:22]=[CH:21][CH:20]=[C:19]([O:23][CH2:24][CH2:25][OH:26])[CH:18]=2)[N:9]=[C:10]([C:12]([C:15]#[N:16])([CH3:14])[CH3:13])[CH:11]=1. The yield is 0.890. (4) The reactants are [C:1]([Si:5]([C:23]1[CH:28]=[CH:27][CH:26]=[CH:25][CH:24]=1)([C:17]1[CH:22]=[CH:21][CH:20]=[CH:19][CH:18]=1)[O:6][CH2:7][CH2:8][C:9]([C:11]1[CH:16]=[CH:15][CH:14]=[CH:13][CH:12]=1)=[CH2:10])([CH3:4])([CH3:3])[CH3:2].[N+](=[C:31]([C:36]([O:38][CH3:39])=[O:37])[C:32]([O:34][CH3:35])=[O:33])=[N-]. The catalyst is C(Cl)(Cl)Cl.C([O-])(=O)C.[Rh+2].C([O-])(=O)C. The product is [CH3:35][O:34][C:32]([C:31]1([C:36]([O:38][CH3:39])=[O:37])[CH2:10][C:9]1([CH2:8][CH2:7][O:6][Si:5]([C:1]([CH3:2])([CH3:4])[CH3:3])([C:17]1[CH:18]=[CH:19][CH:20]=[CH:21][CH:22]=1)[C:23]1[CH:24]=[CH:25][CH:26]=[CH:27][CH:28]=1)[C:11]1[CH:12]=[CH:13][CH:14]=[CH:15][CH:16]=1)=[O:33]. The yield is 0.700. (5) The reactants are [F:1][C:2]1[CH:8]=[C:7]([I:9])[CH:6]=[CH:5][C:3]=1[NH2:4].[Li+].CC([N-]C(C)C)C.Cl[C:19]1[C:20]([C:28]([OH:30])=[O:29])=[CH:21][N:22]([CH3:27])[C:23](=[O:26])[C:24]=1[CH3:25]. The catalyst is C1COCC1. The product is [F:1][C:2]1[CH:8]=[C:7]([I:9])[CH:6]=[CH:5][C:3]=1[NH:4][C:19]1[C:20]([C:28]([OH:30])=[O:29])=[CH:21][N:22]([CH3:27])[C:23](=[O:26])[C:24]=1[CH3:25]. The yield is 0.520.